From a dataset of NCI-60 drug combinations with 297,098 pairs across 59 cell lines. Regression. Given two drug SMILES strings and cell line genomic features, predict the synergy score measuring deviation from expected non-interaction effect. (1) Drug 1: CC1C(C(=O)NC(C(=O)N2CCCC2C(=O)N(CC(=O)N(C(C(=O)O1)C(C)C)C)C)C(C)C)NC(=O)C3=C4C(=C(C=C3)C)OC5=C(C(=O)C(=C(C5=N4)C(=O)NC6C(OC(=O)C(N(C(=O)CN(C(=O)C7CCCN7C(=O)C(NC6=O)C(C)C)C)C)C(C)C)C)N)C. Drug 2: CC1=C(C=C(C=C1)NC(=O)C2=CC=C(C=C2)CN3CCN(CC3)C)NC4=NC=CC(=N4)C5=CN=CC=C5. Cell line: UACC62. Synergy scores: CSS=39.5, Synergy_ZIP=6.40, Synergy_Bliss=9.88, Synergy_Loewe=-7.89, Synergy_HSA=10.7. (2) Drug 2: C1C(C(OC1N2C=NC3=C2NC=NCC3O)CO)O. Synergy scores: CSS=4.61, Synergy_ZIP=0.365, Synergy_Bliss=-3.13, Synergy_Loewe=-3.86, Synergy_HSA=-1.76. Cell line: HCT116. Drug 1: CCC(=C(C1=CC=CC=C1)C2=CC=C(C=C2)OCCN(C)C)C3=CC=CC=C3.C(C(=O)O)C(CC(=O)O)(C(=O)O)O. (3) Drug 1: CN(CC1=CN=C2C(=N1)C(=NC(=N2)N)N)C3=CC=C(C=C3)C(=O)NC(CCC(=O)O)C(=O)O. Drug 2: CCC(=C(C1=CC=CC=C1)C2=CC=C(C=C2)OCCN(C)C)C3=CC=CC=C3.C(C(=O)O)C(CC(=O)O)(C(=O)O)O. Cell line: LOX IMVI. Synergy scores: CSS=34.0, Synergy_ZIP=1.46, Synergy_Bliss=-7.88, Synergy_Loewe=-30.5, Synergy_HSA=-6.70. (4) Drug 1: CC1=C(C(=O)C2=C(C1=O)N3CC4C(C3(C2COC(=O)N)OC)N4)N. Drug 2: COC1=C2C(=CC3=C1OC=C3)C=CC(=O)O2. Cell line: DU-145. Synergy scores: CSS=33.1, Synergy_ZIP=-3.12, Synergy_Bliss=-0.695, Synergy_Loewe=-45.8, Synergy_HSA=-1.96. (5) Synergy scores: CSS=53.1, Synergy_ZIP=14.1, Synergy_Bliss=15.6, Synergy_Loewe=-15.7, Synergy_HSA=14.7. Drug 1: CS(=O)(=O)C1=CC(=C(C=C1)C(=O)NC2=CC(=C(C=C2)Cl)C3=CC=CC=N3)Cl. Cell line: CCRF-CEM. Drug 2: CCC1(CC2CC(C3=C(CCN(C2)C1)C4=CC=CC=C4N3)(C5=C(C=C6C(=C5)C78CCN9C7C(C=CC9)(C(C(C8N6C)(C(=O)OC)O)OC(=O)C)CC)OC)C(=O)OC)O.OS(=O)(=O)O. (6) Drug 1: CC1CCC2CC(C(=CC=CC=CC(CC(C(=O)C(C(C(=CC(C(=O)CC(OC(=O)C3CCCCN3C(=O)C(=O)C1(O2)O)C(C)CC4CCC(C(C4)OC)O)C)C)O)OC)C)C)C)OC. Drug 2: CC1=C(N=C(N=C1N)C(CC(=O)N)NCC(C(=O)N)N)C(=O)NC(C(C2=CN=CN2)OC3C(C(C(C(O3)CO)O)O)OC4C(C(C(C(O4)CO)O)OC(=O)N)O)C(=O)NC(C)C(C(C)C(=O)NC(C(C)O)C(=O)NCCC5=NC(=CS5)C6=NC(=CS6)C(=O)NCCC[S+](C)C)O. Cell line: HOP-62. Synergy scores: CSS=59.2, Synergy_ZIP=2.65, Synergy_Bliss=4.40, Synergy_Loewe=0.588, Synergy_HSA=5.42. (7) Drug 1: CCC1=CC2CC(C3=C(CN(C2)C1)C4=CC=CC=C4N3)(C5=C(C=C6C(=C5)C78CCN9C7C(C=CC9)(C(C(C8N6C)(C(=O)OC)O)OC(=O)C)CC)OC)C(=O)OC.C(C(C(=O)O)O)(C(=O)O)O. Drug 2: C1=CC(=C2C(=C1NCCNCCO)C(=O)C3=C(C=CC(=C3C2=O)O)O)NCCNCCO. Cell line: SK-MEL-28. Synergy scores: CSS=51.4, Synergy_ZIP=-2.43, Synergy_Bliss=-0.800, Synergy_Loewe=1.27, Synergy_HSA=3.92. (8) Drug 1: CN1CCC(CC1)COC2=C(C=C3C(=C2)N=CN=C3NC4=C(C=C(C=C4)Br)F)OC. Drug 2: C1=CC(=CC=C1CCC2=CNC3=C2C(=O)NC(=N3)N)C(=O)NC(CCC(=O)O)C(=O)O. Cell line: RXF 393. Synergy scores: CSS=16.4, Synergy_ZIP=-3.31, Synergy_Bliss=-0.969, Synergy_Loewe=0.518, Synergy_HSA=1.86. (9) Drug 1: CCC(=C(C1=CC=CC=C1)C2=CC=C(C=C2)OCCN(C)C)C3=CC=CC=C3.C(C(=O)O)C(CC(=O)O)(C(=O)O)O. Drug 2: CC1C(C(CC(O1)OC2CC(CC3=C2C(=C4C(=C3O)C(=O)C5=C(C4=O)C(=CC=C5)OC)O)(C(=O)CO)O)N)O.Cl. Cell line: HOP-92. Synergy scores: CSS=46.7, Synergy_ZIP=2.14, Synergy_Bliss=4.59, Synergy_Loewe=-9.20, Synergy_HSA=5.00. (10) Drug 2: CC1CCCC2(C(O2)CC(NC(=O)CC(C(C(=O)C(C1O)C)(C)C)O)C(=CC3=CSC(=N3)C)C)C. Synergy scores: CSS=45.6, Synergy_ZIP=0.241, Synergy_Bliss=-0.930, Synergy_Loewe=-19.6, Synergy_HSA=-0.399. Cell line: RPMI-8226. Drug 1: C1=NC2=C(N=C(N=C2N1C3C(C(C(O3)CO)O)O)F)N.